From a dataset of Reaction yield outcomes from USPTO patents with 853,638 reactions. Predict the reaction yield, written as a fraction of the theoretical maximum amount of product (1.0 means a 100% yield; for example, 0.34 means a 34% yield). (1) No catalyst specified. The yield is 0.960. The reactants are [Cl:1][C:2]1[C:11]([NH:12][NH2:13])=[N:10][C:9]2[C:4](=[CH:5][CH:6]=[C:7]([Cl:14])[CH:8]=2)[N:3]=1.[CH:15](OCC)(OCC)OCC. The product is [Cl:1][C:2]1[C:11]2[N:10]([CH:15]=[N:13][N:12]=2)[C:9]2[C:4]([N:3]=1)=[CH:5][CH:6]=[C:7]([Cl:14])[CH:8]=2. (2) The reactants are [F:1][C:2]([F:7])([F:6])[C:3]([OH:5])=[O:4].FC(F)(F)C(O)=O.[Cl:15][C:16]1[CH:17]=[N:18][C:19]2[NH:20][C:21]3[CH:22]=[CH:23][CH:24]=[C:25]([CH:38]=3)[CH2:26][CH2:27][C:28]3[CH:36]=[C:32]([NH:33][C:34]=1[N:35]=2)[CH:31]=[C:30]([NH2:37])[CH:29]=3.[CH3:39][C:40]1[O:44][N:43]=[C:42]([C:45](Cl)=[O:46])[CH:41]=1. No catalyst specified. The product is [F:1][C:2]([F:7])([F:6])[C:3]([OH:5])=[O:4].[Cl:15][C:16]1[CH:17]=[N:18][C:19]2[NH:20][C:21]3[CH:22]=[CH:23][CH:24]=[C:25]([CH:38]=3)[CH2:26][CH2:27][C:28]3[CH:36]=[C:32]([NH:33][C:34]=1[N:35]=2)[CH:31]=[C:30]([NH:37][C:45]([C:42]1[CH:41]=[C:40]([CH3:39])[O:44][N:43]=1)=[O:46])[CH:29]=3. The yield is 0.420. (3) The reactants are [Li]CCCC.[C:6]([C:10]1[C:15]([OH:16])=[C:14]([C:17]([CH3:20])([CH3:19])[CH3:18])[CH:13]=[C:12]([CH3:21])[CH:11]=1)([CH3:9])([CH3:8])[CH3:7].[CH:22]1([C:25](Cl)=[O:26])[CH2:24][CH2:23]1.[NH4+].[Cl-]. The catalyst is C1COCC1. The product is [C:17]([C:14]1[CH:13]=[C:12]([CH3:21])[CH:11]=[C:10]([C:6]([CH3:9])([CH3:8])[CH3:7])[C:15]=1[O:16][C:25]([CH:22]1[CH2:24][CH2:23]1)=[O:26])([CH3:20])([CH3:19])[CH3:18]. The yield is 0.850. (4) The reactants are [N:1]1([C:6]([O:8][CH2:9][C@@H:10]([N:18]([C:20]([O:22][C:23]([CH3:26])([CH3:25])[CH3:24])=[O:21])[CH3:19])[CH2:11][CH2:12][CH2:13][C:14]([O:16][CH3:17])=[O:15])=[O:7])[CH:5]=[CH:4][N:3]=[CH:2]1.F[P-](F)(F)(F)(F)F.C([O+](CC)CC)C.C1C2[C:45](=[CH:46][CH:47]=[CH:48]C=2)[CH:44]=[C:43](N)N=1. The catalyst is C(Cl)Cl. The product is [C:23]([O:22][C:20]([N:18]([CH3:19])[C@H:10]([CH2:9][O:8][C:6](=[O:7])[NH:1][C:2]1[N:3]=[CH:4][C:5]2[C:47]([CH:48]=1)=[CH:46][CH:45]=[CH:44][CH:43]=2)[CH2:11][CH2:12][CH2:13][C:14]([O:16][CH3:17])=[O:15])=[O:21])([CH3:24])([CH3:25])[CH3:26]. The yield is 0.580.